This data is from Forward reaction prediction with 1.9M reactions from USPTO patents (1976-2016). The task is: Predict the product of the given reaction. (1) The product is: [CH2:1]([S:3]([NH:6][CH2:7][C:8]1[CH:13]=[CH:12][C:11]([CH:14]([CH3:20])[C:15]([OH:17])=[O:16])=[CH:10][C:9]=1[F:21])(=[O:5])=[O:4])[CH3:2]. Given the reactants [CH2:1]([S:3]([NH:6][CH2:7][C:8]1[CH:13]=[CH:12][C:11]([CH:14]([CH3:20])[C:15]([O:17]CC)=[O:16])=[CH:10][C:9]=1[F:21])(=[O:5])=[O:4])[CH3:2].[OH-].[Na+], predict the reaction product. (2) Given the reactants [Br:1][C:2]1[CH:3]=[C:4]([O:9][CH2:10][CH3:11])[C:5]([NH2:8])=[N:6][CH:7]=1.Br[C:13]1[CH:18]=[CH:17][CH:16]=[C:15]([CH3:19])[N:14]=1.C1C=CC(P(C2C(C3C(P(C4C=CC=CC=4)C4C=CC=CC=4)=CC=C4C=3C=CC=C4)=C3C(C=CC=C3)=CC=2)C2C=CC=CC=2)=CC=1.CC(C)([O-])C.[Na+], predict the reaction product. The product is: [Br:1][C:2]1[CH:3]=[C:4]([O:9][CH2:10][CH3:11])[C:5]([NH:8][C:13]2[CH:18]=[CH:17][CH:16]=[C:15]([CH3:19])[N:14]=2)=[N:6][CH:7]=1.